This data is from Full USPTO retrosynthesis dataset with 1.9M reactions from patents (1976-2016). The task is: Predict the reactants needed to synthesize the given product. (1) Given the product [N+:1]([C:4]1[CH:5]=[C:6]([CH2:7][CH2:8][O:9][C:13](=[O:15])[CH3:14])[CH:10]=[CH:11][CH:12]=1)([O-:3])=[O:2], predict the reactants needed to synthesize it. The reactants are: [N+:1]([C:4]1[CH:5]=[C:6]([CH:10]=[CH:11][CH:12]=1)[CH2:7][CH2:8][OH:9])([O-:3])=[O:2].[C:13](OC(=O)C)(=[O:15])[CH3:14].O. (2) The reactants are: [CH2:1]([C:5]1[CH:10]=[CH:9][C:8]([C:11]#[C:12][C:13]2[CH:31]=[CH:30][C:16]([CH2:17][NH:18][C:19]3[CH:20]=[CH:21][C:22]([F:29])=[C:23]([CH:28]=3)[C:24]([O:26][CH3:27])=[O:25])=[CH:15][CH:14]=2)=[CH:7][CH:6]=1)[CH2:2][CH2:3][CH3:4].[CH:32]1([CH:35]=O)[CH2:34][CH2:33]1. Given the product [CH2:1]([C:5]1[CH:6]=[CH:7][C:8]([C:11]#[C:12][C:13]2[CH:14]=[CH:15][C:16]([CH2:17][N:18]([CH2:35][CH:32]3[CH2:34][CH2:33]3)[C:19]3[CH:20]=[CH:21][C:22]([F:29])=[C:23]([CH:28]=3)[C:24]([O:26][CH3:27])=[O:25])=[CH:30][CH:31]=2)=[CH:9][CH:10]=1)[CH2:2][CH2:3][CH3:4], predict the reactants needed to synthesize it. (3) Given the product [Br:1][C:2]1[CH:3]=[CH:4][C:5]([Cl:16])=[C:6]([CH2:7][C:8]2[CH:13]=[CH:12][C:11]([O:14][CH:24]3[CH2:28][CH2:27][CH2:26][CH2:25]3)=[CH:10][CH:9]=2)[CH:15]=1, predict the reactants needed to synthesize it. The reactants are: [Br:1][C:2]1[CH:3]=[CH:4][C:5]([Cl:16])=[C:6]([CH:15]=1)[CH2:7][C:8]1[CH:13]=[CH:12][C:11]([OH:14])=[CH:10][CH:9]=1.C(=O)([O-])[O-].[Cs+].[Cs+].I[CH:24]1[CH2:28][CH2:27][CH2:26][CH2:25]1. (4) The reactants are: [F:1][C:2]1[C:10]([C:11]([OH:13])=O)=[C:9]2[C:5]([CH:6]=[CH:7][NH:8]2)=[CH:4][CH:3]=1.[C:14]([C:18]1[CH:34]=[CH:33][C:21]([CH2:22][NH:23][CH2:24][CH2:25][C:26]2[CH:31]=[CH:30][C:29]([Cl:32])=[CH:28][CH:27]=2)=[CH:20][CH:19]=1)([CH3:17])([CH3:16])[CH3:15].C(Cl)Cl.CCN=C=NCCCN(C)C.Cl. Given the product [C:14]([C:18]1[CH:34]=[CH:33][C:21]([CH2:22][N:23]([CH2:24][CH2:25][C:26]2[CH:31]=[CH:30][C:29]([Cl:32])=[CH:28][CH:27]=2)[C:11]([C:10]2[C:2]([F:1])=[CH:3][CH:4]=[C:5]3[C:9]=2[NH:8][CH:7]=[CH:6]3)=[O:13])=[CH:20][CH:19]=1)([CH3:17])([CH3:15])[CH3:16], predict the reactants needed to synthesize it. (5) Given the product [CH2:21]([N:23]1[C:6]([CH3:7])=[C:5]([N:8]=[O:17])[C:4]([C:9]2[CH:14]=[CH:13][CH:12]=[CH:11][CH:10]=2)=[N:24]1)[CH3:22], predict the reactants needed to synthesize it. The reactants are: CN1[C:6]([CH3:7])=[C:5]([NH2:8])[C:4]([C:9]2[CH:14]=[CH:13][CH:12]=[CH:11][CH:10]=2)=N1.C(O)(=O)C(O)=[O:17].[CH2:21]([NH:23][NH2:24])[CH3:22].